From a dataset of Reaction yield outcomes from USPTO patents with 853,638 reactions. Predict the reaction yield, written as a fraction of the theoretical maximum amount of product (1.0 means a 100% yield; for example, 0.34 means a 34% yield). The reactants are [Cl:1][C:2]1[N:7]=[N:6][C:5]([NH:8][NH:9][C:10](=O)[CH2:11][C:12]2[CH:13]=[C:14]3[C:19](=[CH:20][CH:21]=2)[N:18]=[CH:17][CH:16]=[CH:15]3)=[CH:4][CH:3]=1. The catalyst is C(O)(=O)C. The product is [Cl:1][C:2]1[CH:3]=[CH:4][C:5]2[N:6]([C:10]([CH2:11][C:12]3[CH:13]=[C:14]4[C:19](=[CH:20][CH:21]=3)[N:18]=[CH:17][CH:16]=[CH:15]4)=[N:9][N:8]=2)[N:7]=1. The yield is 0.530.